This data is from Reaction yield outcomes from USPTO patents with 853,638 reactions. The task is: Predict the reaction yield, written as a fraction of the theoretical maximum amount of product (1.0 means a 100% yield; for example, 0.34 means a 34% yield). (1) The reactants are [F:1][C:2]1[CH:7]=[CH:6][C:5]([N:8]([CH:20]([CH3:22])[CH3:21])[CH2:9][CH2:10][CH2:11][C:12]2[CH:19]=[CH:18][C:15]([CH:16]=O)=[CH:14][CH:13]=2)=[CH:4][CH:3]=1.[CH3:23][C:24]1([CH3:31])[O:29][CH2:28][CH:27]([NH2:30])[CH2:26][O:25]1.FC1C=CC(N(CC2SC(C3C=CC(C=O)=CC=3)=CC=2)C(C)C)=CC=1.Cl.N(CC(O)=O)C. No catalyst specified. The product is [F:1][C:2]1[CH:7]=[CH:6][C:5]([N:8]([CH:20]([CH3:22])[CH3:21])[CH2:9][CH2:10][CH2:11][C:12]2[CH:19]=[CH:18][C:15]([CH2:16][NH:30][CH:27]3[CH2:28][O:29][C:24]([CH3:31])([CH3:23])[O:25][CH2:26]3)=[CH:14][CH:13]=2)=[CH:4][CH:3]=1. The yield is 0.480. (2) The reactants are [NH2:1][CH2:2][CH2:3][N:4]1[CH:8]=[C:7]([NH:9][C:10]([C:12]2[CH:13]=[N:14][N:15]3[CH:20]=[CH:19][CH:18]=[N:17][C:16]=23)=[O:11])[C:6]([C:21]2[CH:26]=[C:25]([Cl:27])[CH:24]=[CH:23][C:22]=2[O:28][CH3:29])=[N:5]1.C(N(CC)C(C)C)(C)C.[CH:39]1([C:42](Cl)=[O:43])[CH2:41][CH2:40]1. The catalyst is ClCCl. The product is [Cl:27][C:25]1[CH:24]=[CH:23][C:22]([O:28][CH3:29])=[C:21]([C:6]2[C:7]([NH:9][C:10]([C:12]3[CH:13]=[N:14][N:15]4[CH:20]=[CH:19][CH:18]=[N:17][C:16]=34)=[O:11])=[CH:8][N:4]([CH2:3][CH2:2][NH:1][C:42]([CH:39]3[CH2:41][CH2:40]3)=[O:43])[N:5]=2)[CH:26]=1. The yield is 0.470.